Dataset: NCI-60 drug combinations with 297,098 pairs across 59 cell lines. Task: Regression. Given two drug SMILES strings and cell line genomic features, predict the synergy score measuring deviation from expected non-interaction effect. (1) Drug 1: C1C(C(OC1N2C=NC(=NC2=O)N)CO)O. Drug 2: COCCOC1=C(C=C2C(=C1)C(=NC=N2)NC3=CC=CC(=C3)C#C)OCCOC.Cl. Cell line: A549. Synergy scores: CSS=13.6, Synergy_ZIP=-4.28, Synergy_Bliss=-1.67, Synergy_Loewe=-0.305, Synergy_HSA=0.777. (2) Synergy scores: CSS=13.6, Synergy_ZIP=-7.52, Synergy_Bliss=-4.49, Synergy_Loewe=-3.25, Synergy_HSA=-2.41. Drug 1: CC1=C(C=C(C=C1)NC2=NC=CC(=N2)N(C)C3=CC4=NN(C(=C4C=C3)C)C)S(=O)(=O)N.Cl. Drug 2: C1=CN(C(=O)N=C1N)C2C(C(C(O2)CO)O)O.Cl. Cell line: U251. (3) Cell line: A498. Drug 1: CC1C(C(CC(O1)OC2CC(CC3=C2C(=C4C(=C3O)C(=O)C5=C(C4=O)C(=CC=C5)OC)O)(C(=O)C)O)N)O.Cl. Synergy scores: CSS=32.4, Synergy_ZIP=-0.173, Synergy_Bliss=5.35, Synergy_Loewe=3.40, Synergy_HSA=8.12. Drug 2: CC1CCC2CC(C(=CC=CC=CC(CC(C(=O)C(C(C(=CC(C(=O)CC(OC(=O)C3CCCCN3C(=O)C(=O)C1(O2)O)C(C)CC4CCC(C(C4)OC)OCCO)C)C)O)OC)C)C)C)OC. (4) Drug 1: C1C(C(OC1N2C=C(C(=O)NC2=O)F)CO)O. Drug 2: CC1CCC2CC(C(=CC=CC=CC(CC(C(=O)C(C(C(=CC(C(=O)CC(OC(=O)C3CCCCN3C(=O)C(=O)C1(O2)O)C(C)CC4CCC(C(C4)OC)O)C)C)O)OC)C)C)C)OC. Cell line: UACC-257. Synergy scores: CSS=0.0925, Synergy_ZIP=0.585, Synergy_Bliss=1.83, Synergy_Loewe=-2.83, Synergy_HSA=-1.43. (5) Drug 1: CC1C(C(CC(O1)OC2CC(CC3=C2C(=C4C(=C3O)C(=O)C5=C(C4=O)C(=CC=C5)OC)O)(C(=O)CO)O)N)O.Cl. Drug 2: C1CCC(CC1)NC(=O)N(CCCl)N=O. Cell line: PC-3. Synergy scores: CSS=4.06, Synergy_ZIP=0.456, Synergy_Bliss=3.91, Synergy_Loewe=-0.561, Synergy_HSA=-0.146. (6) Drug 1: CC12CCC(CC1=CCC3C2CCC4(C3CC=C4C5=CN=CC=C5)C)O. Drug 2: C1CN1P(=S)(N2CC2)N3CC3. Cell line: A549. Synergy scores: CSS=30.3, Synergy_ZIP=-10.8, Synergy_Bliss=-6.40, Synergy_Loewe=-10.1, Synergy_HSA=-5.42. (7) Drug 1: CCCS(=O)(=O)NC1=C(C(=C(C=C1)F)C(=O)C2=CNC3=C2C=C(C=N3)C4=CC=C(C=C4)Cl)F. Drug 2: CC(C1=C(C=CC(=C1Cl)F)Cl)OC2=C(N=CC(=C2)C3=CN(N=C3)C4CCNCC4)N. Cell line: SK-OV-3. Synergy scores: CSS=-3.12, Synergy_ZIP=-0.820, Synergy_Bliss=-1.50, Synergy_Loewe=-6.09, Synergy_HSA=-2.57. (8) Drug 1: CC1=C(C=C(C=C1)NC(=O)C2=CC=C(C=C2)CN3CCN(CC3)C)NC4=NC=CC(=N4)C5=CN=CC=C5. Drug 2: COC1=C2C(=CC3=C1OC=C3)C=CC(=O)O2. Cell line: DU-145. Synergy scores: CSS=-5.89, Synergy_ZIP=1.37, Synergy_Bliss=-3.25, Synergy_Loewe=-3.71, Synergy_HSA=-6.03.